Dataset: Full USPTO retrosynthesis dataset with 1.9M reactions from patents (1976-2016). Task: Predict the reactants needed to synthesize the given product. (1) Given the product [F:1][C:2]1[CH:10]=[CH:9][CH:8]=[C:7]([F:11])[C:3]=1[C:4]([N:14]([CH:15]=[O:16])[CH:12]=[CH2:13])=[O:5], predict the reactants needed to synthesize it. The reactants are: [F:1][C:2]1[CH:10]=[CH:9][CH:8]=[C:7]([F:11])[C:3]=1[C:4](Cl)=[O:5].[CH:12]([NH:14][CH:15]=[O:16])=[CH2:13].C(N(CC)CC)C.C(OC)(C)(C)C. (2) The reactants are: [NH2:1][C:2]1[CH:12]=[CH:11][C:5]([C:6]([O:8][CH2:9][CH3:10])=[O:7])=[CH:4][CH:3]=1.[CH2:13]([CH:20]([C:33](OC1C(Cl)=CC(Cl)=CC=1Cl)=[O:34])[C:21](OC1C(Cl)=CC(Cl)=CC=1Cl)=[O:22])[C:14]1[CH:19]=[CH:18][CH:17]=[CH:16][CH:15]=1. Given the product [CH2:13]([C:20]1[C:21](=[O:22])[NH:1][C:2]2[C:3]([C:33]=1[OH:34])=[CH:4][C:5]([C:6]([O:8][CH2:9][CH3:10])=[O:7])=[CH:11][CH:12]=2)[C:14]1[CH:19]=[CH:18][CH:17]=[CH:16][CH:15]=1, predict the reactants needed to synthesize it. (3) Given the product [Cl:3][CH2:29][C:26]1[CH:25]=[CH:24][C:23]([C:21]2[NH:20][C:16]3[N:17]=[CH:18][N:19]=[C:14]([NH:13][C@@H:11]([C:5]4[CH:6]=[CH:7][CH:8]=[CH:9][CH:10]=4)[CH3:12])[C:15]=3[CH:22]=2)=[CH:28][CH:27]=1, predict the reactants needed to synthesize it. The reactants are: S(Cl)([Cl:3])=O.[C:5]1([C@H:11]([NH:13][C:14]2[C:15]3[CH:22]=[C:21]([C:23]4[CH:28]=[CH:27][C:26]([CH2:29]O)=[CH:25][CH:24]=4)[NH:20][C:16]=3[N:17]=[CH:18][N:19]=2)[CH3:12])[CH:10]=[CH:9][CH:8]=[CH:7][CH:6]=1. (4) Given the product [O:1]=[C:2]1[C:11]2[C:6](=[CH:7][CH:8]=[CH:9][CH:10]=2)[O:5][CH2:4][CH:3]1[CH2:12][C:13]1[CH:14]=[CH:15][C:16]([C:17]([O:19][CH3:20])=[O:18])=[CH:21][CH:22]=1, predict the reactants needed to synthesize it. The reactants are: [O:1]=[C:2]1[C:11]2[C:6](=[CH:7][CH:8]=[CH:9][CH:10]=2)[O:5][CH2:4][C:3]1=[CH:12][C:13]1[CH:22]=[CH:21][C:16]([C:17]([O:19][CH3:20])=[O:18])=[CH:15][CH:14]=1.C1(S(NN)(=O)=O)C=CC=CC=1. (5) Given the product [Cl:14][C:13]1[C:4]2[N:3]=[C:2]([NH:25][C:24]3[CH:26]=[CH:27][C:21]([Cl:20])=[CH:22][C:23]=3[CH2:28][N:29]([CH3:31])[CH3:30])[N:6]([CH2:7][CH2:8][OH:9])[C:5]=2[C:10]([CH:15]([CH2:18][CH3:19])[CH2:16][CH3:17])=[CH:11][CH:12]=1, predict the reactants needed to synthesize it. The reactants are: Cl[C:2]1[N:6]([CH2:7][CH2:8][OH:9])[C:5]2[C:10]([CH:15]([CH2:18][CH3:19])[CH2:16][CH3:17])=[CH:11][CH:12]=[C:13]([Cl:14])[C:4]=2[N:3]=1.[Cl:20][C:21]1[CH:27]=[CH:26][C:24]([NH2:25])=[C:23]([CH2:28][N:29]([CH3:31])[CH3:30])[CH:22]=1.O.C1(C)C=CC(S(O)(=O)=O)=CC=1. (6) The reactants are: [CH3:1][N:2]1[CH:6]=[CH:5][N:4]=[C:3]1[S:7][C:8]1[CH:13]=[CH:12][C:11]([N+:14]([O-])=O)=[CH:10][CH:9]=1.[Cl-].[Ca+2].[Cl-]. Given the product [NH2:14][C:11]1[CH:10]=[CH:9][C:8]([S:7][C:3]2[N:2]([CH3:1])[CH:6]=[CH:5][N:4]=2)=[CH:13][CH:12]=1, predict the reactants needed to synthesize it. (7) Given the product [C:1]1([C:7]2[N:8]=[C:9]([CH2:12][N:13]([CH2:34][CH2:35][CH3:36])[C:14]3[CH:15]=[C:16]([CH:31]=[CH:32][CH:33]=3)[CH2:17][O:18][C:19]3[CH:20]=[CH:21][C:22]([CH2:25][CH2:26][C:27]([OH:29])=[O:28])=[CH:23][CH:24]=3)[S:10][CH:11]=2)[CH:6]=[CH:5][CH:4]=[CH:3][CH:2]=1, predict the reactants needed to synthesize it. The reactants are: [C:1]1([C:7]2[N:8]=[C:9]([CH2:12][N:13]([CH2:34][CH2:35][CH3:36])[C:14]3[CH:15]=[C:16]([CH:31]=[CH:32][CH:33]=3)[CH2:17][O:18][C:19]3[CH:24]=[CH:23][C:22]([CH2:25][CH2:26][C:27]([O:29]C)=[O:28])=[CH:21][CH:20]=3)[S:10][CH:11]=2)[CH:6]=[CH:5][CH:4]=[CH:3][CH:2]=1.C(O)C.[OH-].[Na+].Cl. (8) Given the product [OH:1][C:2]1[CH:7]=[C:6]([O:8][C:13]([C:14]([O:16][CH2:17][CH3:18])=[O:15])([CH3:20])[CH3:19])[CH:5]=[CH:4][C:3]=1[C:9](=[O:11])[CH3:10], predict the reactants needed to synthesize it. The reactants are: [OH:1][C:2]1[CH:7]=[C:6]([OH:8])[CH:5]=[CH:4][C:3]=1[C:9](=[O:11])[CH3:10].Br[C:13]([CH3:20])([CH3:19])[C:14]([O:16][CH2:17][CH3:18])=[O:15]. (9) Given the product [OH:21][CH2:20][C:19]([C:16]1[CH:17]=[CH:18][C:13]([C:12]([NH:11][C:9]2[S:8][C:6]3[C:5]([N:10]=2)=[CH:4][CH:3]=[C:2]([C:33]2[CH:38]=[CH:37][N:36]=[CH:35][CH:34]=2)[N:7]=3)=[O:24])=[CH:14][CH:15]=1)([CH3:23])[CH3:22], predict the reactants needed to synthesize it. The reactants are: Br[C:2]1[N:7]=[C:6]2[S:8][C:9]([NH:11][C:12](=[O:24])[C:13]3[CH:18]=[CH:17][C:16]([C:19]([CH3:23])([CH3:22])[CH2:20][OH:21])=[CH:15][CH:14]=3)=[N:10][C:5]2=[CH:4][CH:3]=1.CC1(C)C(C)(C)OB([C:33]2[CH:38]=[CH:37][N:36]=[CH:35][CH:34]=2)O1. (10) Given the product [CH2:34]([O:33][C:31](=[O:32])[CH2:30][C:25]1([CH2:26][CH2:27][CH3:28])[C:8]2[NH:9][C:10]3[C:6]([C:7]=2[CH2:15][CH2:16][O:17]1)=[C:5]([C:3](=[O:4])[NH:2][CH3:1])[CH:13]=[CH:12][C:11]=3[CH3:14])[CH3:35], predict the reactants needed to synthesize it. The reactants are: [CH3:1][NH:2][C:3]([C:5]1[C:6]2[C:7]([CH2:15][CH2:16][O:17][Si](C(C)(C)C)(C)C)=[CH:8][NH:9][C:10]=2[C:11]([CH3:14])=[CH:12][CH:13]=1)=[O:4].[C:25]([CH2:30][C:31]([O:33][CH2:34][CH3:35])=[O:32])(=O)[CH2:26][CH2:27][CH3:28].B(F)(F)F.CCOCC.